This data is from Full USPTO retrosynthesis dataset with 1.9M reactions from patents (1976-2016). The task is: Predict the reactants needed to synthesize the given product. (1) Given the product [O:12]=[C:7]1[C:6]2[NH:13][CH:14]=[CH:15][C:5]=2[C:4]2[CH:3]=[C:2]([NH:1][S:27]([C:23]3[S:22][CH:26]=[CH:25][CH:24]=3)(=[O:29])=[O:28])[CH:11]=[CH:10][C:9]=2[NH:8]1.[CH2:17]([C:19]([O-:21])=[O:20])[CH3:18], predict the reactants needed to synthesize it. The reactants are: [NH2:1][C:2]1[CH:11]=[CH:10][C:9]2[NH:8][C:7](=[O:12])[C:6]3[NH:13][CH:14]=[CH:15][C:5]=3[C:4]=2[CH:3]=1.Cl.[CH2:17]([C:19]([OH:21])=[O:20])[CH3:18].[S:22]1[CH:26]=[CH:25][CH:24]=[C:23]1[S:27](Cl)(=[O:29])=[O:28]. (2) Given the product [CH3:1][N:2]([CH3:6])[CH2:3][CH2:4][O:5][C:8]1[CH:9]=[C:10]2[C:19](=[CH:20][CH:21]=1)[C:18](=[O:22])[C:17]1[C:16]([OH:23])=[CH:15][C:14]([N:24]3[CH2:29][CH2:28][O:27][CH2:26][CH2:25]3)=[CH:13][C:12]=1[O:32]2, predict the reactants needed to synthesize it. The reactants are: [CH3:1][N:2]([CH3:6])[CH2:3][CH2:4][OH:5].F[C:8]1[CH:9]=[C:10]2[C:19](=[CH:20][CH:21]=1)[C:18](=[O:22])[C:17]1[C:16]([OH:23])=[CH:15][C:14]([N:24]3[CH2:29][CH2:28][O:27][CH2:26][CH2:25]3)=[CH:13][C:12]=1N2.CS(C)=[O:32]. (3) Given the product [O:1]=[C:2]([CH2:9][CH2:10][CH3:11])[CH2:3][C:4]([O:6][CH2:7][CH2:8][C:15]#[N:16])=[O:5], predict the reactants needed to synthesize it. The reactants are: [O:1]=[C:2]([CH2:9][CH2:10][CH3:11])[CH2:3][C:4]([O:6][CH2:7][CH3:8])=[O:5].OCC[C:15]#[N:16]. (4) Given the product [C:1]([O:5][C:6]([N:8]1[CH2:12][C@@:11]([F:33])([CH3:13])[CH2:10][C@H:9]1[C:15](=[O:26])[NH:16][CH2:17][C:18]1[CH:23]=[CH:22][CH:21]=[C:20]([Cl:24])[C:19]=1[F:25])=[O:7])([CH3:4])([CH3:3])[CH3:2], predict the reactants needed to synthesize it. The reactants are: [C:1]([O:5][C:6]([N:8]1[CH2:12][C@:11](O)([CH3:13])[CH2:10][C@H:9]1[C:15](=[O:26])[NH:16][CH2:17][C:18]1[CH:23]=[CH:22][CH:21]=[C:20]([Cl:24])[C:19]=1[F:25])=[O:7])([CH3:4])([CH3:3])[CH3:2].CCN(S(F)(F)[F:33])CC.C([O-])(O)=O.[Na+].